Regression/Classification. Given a drug SMILES string, predict its absorption, distribution, metabolism, or excretion properties. Task type varies by dataset: regression for continuous measurements (e.g., permeability, clearance, half-life) or binary classification for categorical outcomes (e.g., BBB penetration, CYP inhibition). Dataset: cyp3a4_veith. From a dataset of CYP3A4 inhibition data for predicting drug metabolism from PubChem BioAssay. (1) The compound is CCOC(=O)C1CCN(C(=O)c2cccnc2Cl)CC1. The result is 0 (non-inhibitor). (2) The compound is C=CCN1C(=NC(=O)CC)SC2CS(=O)(=O)CC21. The result is 0 (non-inhibitor). (3) The molecule is CCC(=O)O[C@@H]1CC(=O)O[C@H](C)C/C=C\C=C/[C@H](O)[C@H](C)C[C@H](CC=O)[C@@H](O[C@H]2O[C@@H](C)[C@@H](O[C@@H]3C[C@](C)(O)[C@H](OC(=O)CC)[C@H](C)O3)[C@@H](N(C)C)[C@@H]2O)[C@@H]1OC. The result is 0 (non-inhibitor). (4) The molecule is O=C(c1cnccn1)N1CCC2(CC1)CN(Cc1nccs1)C2. The result is 0 (non-inhibitor). (5) The result is 1 (inhibitor). The drug is N#Cc1cccc(-c2nccc(-n3ccnc3)n2)c1. (6) The drug is Nc1ncnc2c1nc(Br)n2[C@H]1O[C@H]2COP(=O)([O-])O[C@H]2[C@@H]1O. The result is 0 (non-inhibitor).